Dataset: Forward reaction prediction with 1.9M reactions from USPTO patents (1976-2016). Task: Predict the product of the given reaction. (1) Given the reactants [F:1][C:2]1[CH:9]=[C:8]([F:10])[CH:7]=[C:6]([F:11])[C:3]=1[CH2:4][NH2:5].[C:12](N1C=CN=C1)(N1C=CN=C1)=[O:13].C([N:26](CC)CC)C.FC1C=C(OC)C=C(F)C=1CN1[C:40]2[N:41]=[CH:42][CH:43]=[CH:44][C:39]=2[S:38](=[O:46])(=[O:45])[N:37]([C:47]2[CH:52]=[CH:51]C(OC)=[C:49]([O:55][CH3:56])[CH:48]=2)[C:36]1=[O:57], predict the reaction product. The product is: [CH3:56][O:55][C:49]1[CH:48]=[C:47]([N:37]2[C:36](=[O:57])[N:5]([CH2:4][C:3]3[C:2]([F:1])=[CH:9][C:8]([F:10])=[CH:7][C:6]=3[F:11])[C:40]3[N:41]=[CH:42][CH:43]=[CH:44][C:39]=3[S:38]2(=[O:45])=[O:46])[CH:52]=[C:51]([O:13][CH3:12])[N:26]=1. (2) Given the reactants [C:1]([CH:3]([CH2:7][C:8]1[CH:9]=[N:10][C:11]([O:14][CH2:15][CH2:16][O:17][C:18]2[C:23]([Cl:24])=[CH:22][C:21]([CH3:25])=[CH:20][C:19]=2[Cl:26])=[CH:12][CH:13]=1)[C:4]([OH:6])=O)#[N:2].C1C=CC2N(O)N=NC=2C=1.CCN(C(C)C)C(C)C.CCN=C=NCCCN(C)C.Cl.[Cl:58][C:59]1[C:60]([CH2:70][NH:71][CH:72]2[CH2:74][CH2:73]2)=[CH:61][C:62]([CH2:65][CH2:66][CH2:67][O:68][CH3:69])=[N:63][CH:64]=1, predict the reaction product. The product is: [Cl:58][C:59]1[C:60]([CH2:70][N:71]([CH:72]2[CH2:74][CH2:73]2)[C:4](=[O:6])[CH:3]([C:1]#[N:2])[CH2:7][C:8]2[CH:9]=[N:10][C:11]([O:14][CH2:15][CH2:16][O:17][C:18]3[C:23]([Cl:24])=[CH:22][C:21]([CH3:25])=[CH:20][C:19]=3[Cl:26])=[CH:12][CH:13]=2)=[CH:61][C:62]([CH2:65][CH2:66][CH2:67][O:68][CH3:69])=[N:63][CH:64]=1. (3) Given the reactants [Br:1][C:2]1[C:14]2[C:13]3[C:8](=[CH:9][C:10]([NH:15][C:16](=[O:23])[C:17]([CH3:22])([CH3:21])[CH2:18][CH2:19]O)=[CH:11][CH:12]=3)[NH:7][C:6]=2[C:5]([C:24]([NH2:26])=[O:25])=[CH:4][CH:3]=1.N(C(OCC)=O)=NC(OCC)=O.C1(P(C2C=CC=CC=2)C2C=CC=CC=2)C=CC=CC=1, predict the reaction product. The product is: [Br:1][C:2]1[C:14]2[C:13]3[C:8](=[CH:9][C:10]([N:15]4[CH2:19][CH2:18][C:17]([CH3:22])([CH3:21])[C:16]4=[O:23])=[CH:11][CH:12]=3)[NH:7][C:6]=2[C:5]([C:24]([NH2:26])=[O:25])=[CH:4][CH:3]=1. (4) Given the reactants [C:1]1([CH:7]([CH:12]=[CH2:13])[CH2:8][C:9](O)=[O:10])[CH:6]=[CH:5][CH:4]=[CH:3][CH:2]=1.[H-].[Al+3].[Li+].[H-].[H-].[H-].O.[OH-].[Na+], predict the reaction product. The product is: [C:1]1([CH:7]([CH:12]=[CH2:13])[CH2:8][CH2:9][OH:10])[CH:6]=[CH:5][CH:4]=[CH:3][CH:2]=1. (5) Given the reactants [Cl:1][C:2]1[CH:3]=[CH:4][CH:5]=[C:6]2[C:11]=1[N:10]=[C:9]([C:12]1[S:13][C:14]([CH3:17])=[N:15][N:16]=1)[C:8]([C@@H:18]([N:20]1C(=O)C3C(=CC=CC=3)C1=O)[CH3:19])=[CH:7]2.O.NN, predict the reaction product. The product is: [Cl:1][C:2]1[CH:3]=[CH:4][CH:5]=[C:6]2[C:11]=1[N:10]=[C:9]([C:12]1[S:13][C:14]([CH3:17])=[N:15][N:16]=1)[C:8]([C@@H:18]([NH2:20])[CH3:19])=[CH:7]2. (6) Given the reactants [Si:1]([O:8][C@@H:9]1[C@@H:13]([CH2:14][O:15][Si](C(C)(C)C)(C)C)[O:12][C@@H:11]([N:23]2[C:27]3[N:28]=[CH:29][N:30]=[C:31]([NH2:32])[C:26]=3[CH:25]=[CH:24]2)[CH2:10]1)([C:4]([CH3:7])([CH3:6])[CH3:5])([CH3:3])[CH3:2].FC(F)(F)C(O)=O.O.C1(C)C=CC=CC=1, predict the reaction product. The product is: [NH2:32][C:31]1[C:26]2[CH:25]=[CH:24][N:23]([C@@H:11]3[O:12][C@H:13]([CH2:14][OH:15])[C@@H:9]([O:8][Si:1]([C:4]([CH3:7])([CH3:6])[CH3:5])([CH3:2])[CH3:3])[CH2:10]3)[C:27]=2[N:28]=[CH:29][N:30]=1. (7) Given the reactants [CH2:1]([C:5]1[N:6]=[C:7]([C:12]2[CH:17]=[CH:16][C:15]([C:18]([F:21])([F:20])[F:19])=[CH:14][CH:13]=2)[S:8][C:9]=1[CH2:10][OH:11])[CH2:2][CH2:3][CH3:4].[CH3:22][O:23][C:24](=[O:33])[C:25]1[CH:30]=[CH:29][C:28](O)=[CH:27][C:26]=1[Cl:32].C1(P(C2C=CC=CC=2)C2C=CC=CC=2)C=CC=CC=1.N(C(OCC)=O)=NC(OCC)=O, predict the reaction product. The product is: [CH3:22][O:23][C:24](=[O:33])[C:25]1[CH:30]=[CH:29][C:28]([O:11][CH2:10][C:9]2[S:8][C:7]([C:12]3[CH:17]=[CH:16][C:15]([C:18]([F:20])([F:21])[F:19])=[CH:14][CH:13]=3)=[N:6][C:5]=2[CH2:1][CH2:2][CH2:3][CH3:4])=[CH:27][C:26]=1[Cl:32]. (8) Given the reactants [C:1]([O:5][C:6]([NH:8][C@@H:9]([CH2:37][C:38]1[CH:43]=[CH:42][CH:41]=[CH:40][CH:39]=1)[C@@H:10]([O:29][Si](C(C)(C)C)(C)C)[CH2:11][CH:12]([CH2:16][C:17]1[CH:22]=[CH:21][C:20]([C:23]2[CH:28]=[CH:27][CH:26]=[CH:25][N:24]=2)=[CH:19][CH:18]=1)C(O)=O)=[O:7])([CH3:4])([CH3:3])[CH3:2].C1C=CC(P(N=[N+]=[N-])(C2C=CC=CC=2)=[O:51])=CC=1.C([N:63]([CH2:66]C)CC)C.[C:68]([OH:72])([CH3:71])([CH3:70])[CH3:69], predict the reaction product. The product is: [CH2:37]([C@H:9]([NH:8][C:6](=[O:7])[O:5][C:1]([CH3:2])([CH3:3])[CH3:4])[C@@H:10]([OH:29])[CH2:11][C@@H:12]([NH:63][C:66]([O:72][C:68]([CH3:71])([CH3:70])[CH3:69])=[O:51])[CH2:16][C:17]1[CH:18]=[CH:19][C:20]([C:23]2[CH:28]=[CH:27][CH:26]=[CH:25][N:24]=2)=[CH:21][CH:22]=1)[C:38]1[CH:39]=[CH:40][CH:41]=[CH:42][CH:43]=1. (9) Given the reactants N[C:2]1C2NC(=S)N(CCNCC(C)(C)C)C=2C=[CH:4][N:3]=1.IC1C(CNC(=O)C)=CC2OCOC=2C=1.C(O[Na])(C)(C)C.[CH2:41]([NH:46][CH2:47][CH2:48][N:49]1[C:57]2[CH:56]=[CH:55][N:54]=[C:53]([NH2:58])[C:52]=2[N:51]=[C:50]1[S:59][C:60]1[C:68]([CH:69]=C)=[CH:67][C:63]2[O:64][CH2:65][O:66][C:62]=2[CH:61]=1)[C:42]([CH3:45])([CH3:44])[CH3:43], predict the reaction product. The product is: [CH3:2][N:3]([CH2:69][C:68]1[C:60]([S:59][C:50]2[N:49]([CH2:48][CH2:47][NH:46][CH2:41][C:42]([CH3:43])([CH3:44])[CH3:45])[C:57]3[CH:56]=[CH:55][N:54]=[C:53]([NH2:58])[C:52]=3[N:51]=2)=[CH:61][C:62]2[O:66][CH2:65][O:64][C:63]=2[CH:67]=1)[CH3:4].